This data is from Human liver microsome stability data. The task is: Regression/Classification. Given a drug SMILES string, predict its absorption, distribution, metabolism, or excretion properties. Task type varies by dataset: regression for continuous measurements (e.g., permeability, clearance, half-life) or binary classification for categorical outcomes (e.g., BBB penetration, CYP inhibition). Dataset: hlm. (1) The molecule is Fc1cccc(-n2cnc3c(NCc4nc5ccccc5s4)nc(N4CCOCC4)nc32)c1. The result is 1 (stable in human liver microsomes). (2) The drug is COc1cnc(-c2ccsc2)c2[nH]cc(C(=O)C(=O)N3CCN(C(=O)c4ccccc4)CC3)c12. The result is 1 (stable in human liver microsomes). (3) The compound is O=C(NCc1ccc(Cl)cc1Cl)N1CCC(Oc2ccc(F)cc2)CC1. The result is 0 (unstable in human liver microsomes). (4) The drug is COc1cccc(CN(C)C(=O)N2CC(N)C(c3ccc(Cl)cc3Cl)C2)c1. The result is 0 (unstable in human liver microsomes). (5) The molecule is COc1ccc2c(O[C@@H]3C[C@H]4C(=O)N[C@]5(C(=O)NS(=O)(=O)C6CC6)C[C@H]5C=CCCCCC[C@H](NC(=O)c5cnc(C)s5)C(=O)N4C3)cc(OC(C)C)nc2c1C. The result is 0 (unstable in human liver microsomes).